The task is: Predict the reactants needed to synthesize the given product.. This data is from Full USPTO retrosynthesis dataset with 1.9M reactions from patents (1976-2016). (1) The reactants are: [CH3:1][C:2]1[O:6][C:5]([C@H:7]([NH2:13])[C:8]2([CH3:12])[CH2:11][O:10][CH2:9]2)=[CH:4][CH:3]=1.[OH:14][C:15]1[C:29]([NH:30][C:31]2[C:34](=O)[C:33](=[O:36])[C:32]=2[O:37]C)=[CH:28][CH:27]=[CH:26][C:16]=1[C:17]([CH2:19][NH:20][CH2:21][C:22]([O:24][CH3:25])=[O:23])=[O:18]. Given the product [OH:14][C:15]1[C:29]([NH:30][C:31]2[C:32](=[O:37])[C:33](=[O:36])[C:34]=2[NH:13][C@@H:7]([C:5]2[O:6][C:2]([CH3:1])=[CH:3][CH:4]=2)[C:8]2([CH3:12])[CH2:9][O:10][CH2:11]2)=[CH:28][CH:27]=[CH:26][C:16]=1[C:17]([CH2:19][NH:20][CH2:21][C:22]([O:24][CH3:25])=[O:23])=[O:18], predict the reactants needed to synthesize it. (2) Given the product [Cl:23][C:24]1[CH:25]=[C:26]([O:31][C:13]2[C:12]([F:16])=[CH:11][C:3]([C:4]([O:6][C:7]([CH3:10])([CH3:9])[CH3:8])=[O:5])=[C:2]([F:1])[CH:14]=2)[CH:27]=[N:28][C:29]=1[F:30], predict the reactants needed to synthesize it. The reactants are: [F:1][C:2]1[CH:14]=[C:13](F)[C:12]([F:16])=[CH:11][C:3]=1[C:4]([O:6][C:7]([CH3:10])([CH3:9])[CH3:8])=[O:5].C(=O)([O-])[O-].[K+].[K+].[Cl:23][C:24]1[CH:25]=[C:26]([OH:31])[CH:27]=[N:28][C:29]=1[F:30].O. (3) The reactants are: [Cl:1][C:2]1[CH:3]=[C:4]([NH:9][C:10]2[C:19]3[C:14](=[CH:15][C:16](S(C4C=CC=CC=4)(=O)=O)=[C:17]([N+:20]([O-:22])=[O:21])[CH:18]=3)[N:13]=[CH:12][N:11]=2)[CH:5]=[CH:6][C:7]=1[F:8].[OH:32][C@H:33]1[CH2:37][CH2:36][O:35][CH2:34]1.C1COCC1.O. Given the product [Cl:1][C:2]1[CH:3]=[C:4]([NH:9][C:10]2[C:19]3[C:14](=[CH:15][C:16]([O:32][C@H:33]4[CH2:37][CH2:36][O:35][CH2:34]4)=[C:17]([N+:20]([O-:22])=[O:21])[CH:18]=3)[N:13]=[CH:12][N:11]=2)[CH:5]=[CH:6][C:7]=1[F:8], predict the reactants needed to synthesize it.